Dataset: Reaction yield outcomes from USPTO patents with 853,638 reactions. Task: Predict the reaction yield, written as a fraction of the theoretical maximum amount of product (1.0 means a 100% yield; for example, 0.34 means a 34% yield). (1) The reactants are [F:1][C:2]([F:30])([F:29])[CH:3]1[CH2:8][CH2:7][CH:6]([O:9][C:10]2[CH:11]=[C:12]3[C:17](=[CH:18][CH:19]=2)[CH:16]=[C:15]([CH2:20][N:21]2[CH2:24][CH:23]([C:25]([O:27]C)=[O:26])[CH2:22]2)[CH:14]=[CH:13]3)[CH2:5][CH2:4]1.[OH-].[Na+].Cl. The catalyst is CCO. The product is [F:30][C:2]([F:1])([F:29])[CH:3]1[CH2:4][CH2:5][CH:6]([O:9][C:10]2[CH:11]=[C:12]3[C:17](=[CH:18][CH:19]=2)[CH:16]=[C:15]([CH2:20][N:21]2[CH2:22][CH:23]([C:25]([OH:27])=[O:26])[CH2:24]2)[CH:14]=[CH:13]3)[CH2:7][CH2:8]1. The yield is 0.520. (2) The reactants are [C:1]1(=[O:5])[CH2:4][CH2:3][CH2:2]1.[CH2:6]([Mg]Cl)[C:7]1[CH:12]=[CH:11][CH:10]=[CH:9][CH:8]=1. The catalyst is O1CCCC1.C(OCC)C. The product is [CH2:6]([C:1]1([OH:5])[CH2:4][CH2:3][CH2:2]1)[C:7]1[CH:12]=[CH:11][CH:10]=[CH:9][CH:8]=1. The yield is 0.940. (3) The reactants are [Br:1][C:2]1[C:3](=[O:9])[NH:4][N:5]=[CH:6][C:7]=1[Br:8].[N+:10]([O-])([OH:12])=[O:11]. The catalyst is S(=O)(=O)(O)O. The product is [Br:1][C:2]1[C:3](=[O:9])[NH:4][N:5]=[C:6]([N+:10]([O-:12])=[O:11])[C:7]=1[Br:8]. The yield is 0.930. (4) The reactants are C1C(=O)N([Br:8])C(=O)C1.[CH3:9][C:10]1[CH:24]=[CH:23][CH:22]=[CH:21][C:11]=1[CH2:12][O:13][C:14]1[CH:19]=[CH:18][CH:17]=[CH:16][C:15]=1[CH3:20]. The catalyst is C(Cl)(Cl)(Cl)Cl. The product is [CH3:9][C:10]1[CH:24]=[CH:23][CH:22]=[CH:21][C:11]=1[CH2:12][O:13][C:14]1[CH:19]=[CH:18][C:17]([Br:8])=[CH:16][C:15]=1[CH3:20]. The yield is 0.250. (5) The reactants are [Cl:1][C:2]1[CH:29]=[CH:28][C:5]([CH2:6][O:7][C:8]2[C:9]([O:25][CH2:26][CH3:27])=[C:10]([CH:14]([C:16]3[C:24]4[C:19](=[N:20][CH:21]=[CH:22][CH:23]=4)[NH:18][CH:17]=3)[OH:15])[CH:11]=[CH:12][CH:13]=2)=[CH:4][CH:3]=1.CC(OI1(OC(C)=O)(OC(C)=O)OC(=O)C2C=CC=CC1=2)=O. The catalyst is O1CCCC1. The product is [Cl:1][C:2]1[CH:29]=[CH:28][C:5]([CH2:6][O:7][C:8]2[C:9]([O:25][CH2:26][CH3:27])=[C:10]([C:14]([C:16]3[C:24]4[C:19](=[N:20][CH:21]=[CH:22][CH:23]=4)[NH:18][CH:17]=3)=[O:15])[CH:11]=[CH:12][CH:13]=2)=[CH:4][CH:3]=1. The yield is 0.750. (6) The reactants are [Cl-].O[NH3+:3].[C:4](=[O:7])([O-:6])O.[Na+].CS(C)=O.[C:13]([C:15]1[CH:20]=[CH:19][CH:18]=[CH:17][C:16]=1[C:21]1[CH:26]=[CH:25][C:24]([CH2:27][C:28]2[C:29](=[O:51])[N:30]([C@H:40]3[CH2:45][CH2:44][C@H:43]([C:46]([O:48][CH2:49][CH3:50])=[O:47])[CH2:42][CH2:41]3)[C:31]3[N:32]([N:37]=[CH:38][N:39]=3)[C:33]=2[CH2:34][CH2:35][CH3:36])=[CH:23][CH:22]=1)#[N:14]. The catalyst is C(OCC)(=O)C. The product is [O:51]=[C:29]1[C:28]([CH2:27][C:24]2[CH:25]=[CH:26][C:21]([C:16]3[CH:17]=[CH:18][CH:19]=[CH:20][C:15]=3[C:13]3[NH:3][C:4](=[O:7])[O:6][N:14]=3)=[CH:22][CH:23]=2)=[C:33]([CH2:34][CH2:35][CH3:36])[N:32]2[N:37]=[CH:38][N:39]=[C:31]2[N:30]1[C@H:40]1[CH2:45][CH2:44][C@H:43]([C:46]([O:48][CH2:49][CH3:50])=[O:47])[CH2:42][CH2:41]1. The yield is 0.370. (7) The reactants are [CH3:1][N:2]([CH3:37])[C:3](=[O:36])[CH2:4][O:5][C:6]1[CH:11]=[CH:10][C:9](/[CH:12]=[CH:13]/[C:14](=O)[CH2:15][C:16](=O)/[CH:17]=[CH:18]/[C:19]2[CH:24]=[CH:23][C:22]([O:25][CH2:26][CH2:27][N:28]3[CH2:33][CH2:32][O:31][CH2:30][CH2:29]3)=[CH:21][CH:20]=2)=[CH:8][CH:7]=1.Cl.Cl.[NH2:40][NH2:41].CO.C([O-])(O)=O.[Na+]. The catalyst is CCOC(C)=O. The product is [CH3:1][N:2]([CH3:37])[C:3](=[O:36])[CH2:4][O:5][C:6]1[CH:11]=[CH:10][C:9](/[CH:12]=[CH:13]/[C:14]2[NH:41][N:40]=[C:16](/[CH:17]=[CH:18]/[C:19]3[CH:24]=[CH:23][C:22]([O:25][CH2:26][CH2:27][N:28]4[CH2:33][CH2:32][O:31][CH2:30][CH2:29]4)=[CH:21][CH:20]=3)[CH:15]=2)=[CH:8][CH:7]=1. The yield is 0.660.